From a dataset of Forward reaction prediction with 1.9M reactions from USPTO patents (1976-2016). Predict the product of the given reaction. (1) The product is: [OH:2][CH2:3][C@H:4]1[N:9]([C:10]([C:12]2[CH:17]=[CH:16][CH:15]=[CH:14][CH:13]=2)=[O:11])[CH2:8][CH2:7][O:6][CH2:5]1. Given the reactants Cl.[OH:2][CH2:3][C@H:4]1[N:9]([C:10]([C:12]2[CH:17]=[CH:16][CH:15]=[CH:14][CH:13]=2)=[O:11])[CH2:8][CH2:7][O:6][CH2:5]1.CCN(C(C)C)C(C)C.C(Cl)(=O)C1C=CC=CC=1, predict the reaction product. (2) Given the reactants [Cl:1][C:2]1[N:7]=[C:6](Cl)[CH:5]=[CH:4][N:3]=1.[NH2:9][NH2:10].CO.C(Cl)Cl, predict the reaction product. The product is: [Cl:1][C:2]1[N:7]=[C:6]([NH:9][NH2:10])[CH:5]=[CH:4][N:3]=1. (3) Given the reactants [C:1]([OH:11])(=[O:10])[C@@H:2]([C:4]1[CH:9]=[CH:8][CH:7]=[CH:6][CH:5]=1)[OH:3].O1[B:17]([C@@H:18]([NH:23][C:24](=[O:42])[C@@H:25]([NH:33][C:34]([C:36]2[CH:41]=[N:40][CH:39]=[CH:38][N:37]=2)=[O:35])[CH2:26][C:27]2[CH:32]=[CH:31][CH:30]=[CH:29][CH:28]=2)[CH2:19][CH:20]([CH3:22])[CH3:21])O[B:17]([C@@H:18]([NH:23][C:24](=[O:42])[C@@H:25]([NH:33][C:34]([C:36]2[CH:41]=[N:40][CH:39]=[CH:38][N:37]=2)=[O:35])[CH2:26][C:27]2[CH:32]=[CH:31][CH:30]=[CH:29][CH:28]=2)[CH2:19][CH:20]([CH3:22])[CH3:21])O[B:17]1[C@@H:18]([NH:23][C:24](=[O:42])[C@@H:25]([NH:33][C:34]([C:36]1[CH:41]=[N:40][CH:39]=[CH:38][N:37]=1)=[O:35])[CH2:26][C:27]1[CH:32]=[CH:31][CH:30]=[CH:29][CH:28]=1)[CH2:19][CH:20]([CH3:22])[CH3:21], predict the reaction product. The product is: [CH2:26]([C@H:25]([NH:33][C:34]([C:36]1[CH:41]=[N:40][CH:39]=[CH:38][N:37]=1)=[O:35])[C:24]([NH:23][C@H:18]([B:17]1[O:10][C:1](=[O:11])[CH:2]([C:4]2[CH:9]=[CH:8][CH:7]=[CH:6][CH:5]=2)[O:3]1)[CH2:19][CH:20]([CH3:22])[CH3:21])=[O:42])[C:27]1[CH:32]=[CH:31][CH:30]=[CH:29][CH:28]=1. (4) Given the reactants [CH2:1]([NH:8][C:9]([C:11]1[S:15][C:14]([CH:16]=[O:17])=[N:13][C:12]=1[CH3:18])=[O:10])[C:2]1[CH:7]=[CH:6][CH:5]=[CH:4][CH:3]=1.S([CH2:29][N+:30]#[C-:31])(C1C=CC(C)=CC=1)(=O)=O.C(=O)([O-])[O-].[K+].[K+], predict the reaction product. The product is: [CH2:1]([NH:8][C:9]([C:11]1[S:15][C:14]([C:16]2[O:17][CH:31]=[N:30][CH:29]=2)=[N:13][C:12]=1[CH3:18])=[O:10])[C:2]1[CH:7]=[CH:6][CH:5]=[CH:4][CH:3]=1. (5) Given the reactants [CH3:1][S:2](Cl)(=[O:4])=[O:3].[NH:6]1[CH2:9][CH:8]([NH:10][C:11](=[O:32])[C:12]2[CH:17]=[CH:16][C:15]([N:18]([CH3:29])[C:19]3[N:24]=[CH:23][C:22]4[N:25]=[CH:26][N:27]([CH3:28])[C:21]=4[CH:20]=3)=[C:14]([CH2:30][CH3:31])[CH:13]=2)[CH2:7]1.C(N(CC)CC)C, predict the reaction product. The product is: [CH2:30]([C:14]1[CH:13]=[C:12]([CH:17]=[CH:16][C:15]=1[N:18]([CH3:29])[C:19]1[N:24]=[CH:23][C:22]2[N:25]=[CH:26][N:27]([CH3:28])[C:21]=2[CH:20]=1)[C:11]([NH:10][CH:8]1[CH2:9][N:6]([S:2]([CH3:1])(=[O:4])=[O:3])[CH2:7]1)=[O:32])[CH3:31].